This data is from Reaction yield outcomes from USPTO patents with 853,638 reactions. The task is: Predict the reaction yield, written as a fraction of the theoretical maximum amount of product (1.0 means a 100% yield; for example, 0.34 means a 34% yield). (1) The reactants are Br[C:2]1[CH:6]=[CH:5][N:4]([C:7]2[CH:12]=[CH:11][C:10]([O:13][C:14]([F:17])([F:16])[F:15])=[CH:9][CH:8]=2)[CH:3]=1.[CH:18]([C:20]1[CH:25]=[CH:24][C:23](B(O)O)=[CH:22][CH:21]=1)=[O:19].C([O-])([O-])=O.[Na+].[Na+].O1CCOCC1. The catalyst is CCOC(C)=O.Cl[Pd](Cl)([P](C1C=CC=CC=1)(C1C=CC=CC=1)C1C=CC=CC=1)[P](C1C=CC=CC=1)(C1C=CC=CC=1)C1C=CC=CC=1. The product is [F:15][C:14]([F:17])([F:16])[O:13][C:10]1[CH:11]=[CH:12][C:7]([N:4]2[CH:5]=[CH:6][C:2]([C:23]3[CH:24]=[CH:25][C:20]([CH:18]=[O:19])=[CH:21][CH:22]=3)=[CH:3]2)=[CH:8][CH:9]=1. The yield is 0.210. (2) The reactants are [Cl:1][C:2]1[CH:3]=[C:4]([NH:9][C:10]2[C:19]3[C:14](=[CH:15][C:16]([O:27][CH3:28])=[C:17]([NH:20][C:21](=[O:26])[CH:22]=[CH:23][CH2:24]Cl)[CH:18]=3)[N:13]=[CH:12][N:11]=2)[CH:5]=[CH:6][C:7]=1[F:8].[NH:29]1[CH2:35][CH2:34][CH2:33][CH2:32][CH2:31][CH2:30]1. The catalyst is C1COCC1. The product is [Cl:1][C:2]1[CH:3]=[C:4]([NH:9][C:10]2[C:19]3[C:14](=[CH:15][C:16]([O:27][CH3:28])=[C:17]([NH:20][C:21](=[O:26])[CH:22]=[CH:23][CH2:24][N:29]4[CH2:35][CH2:34][CH2:33][CH2:32][CH2:31][CH2:30]4)[CH:18]=3)[N:13]=[CH:12][N:11]=2)[CH:5]=[CH:6][C:7]=1[F:8]. The yield is 0.330. (3) The reactants are Br[CH2:2]/[CH:3]=[CH:4]/[C:5]([NH:7][C:8]1[CH:9]=[C:10]2[C:15](=[CH:16][C:17]=1[O:18][CH2:19][CH2:20][O:21][CH3:22])[N:14]=[CH:13][N:12]=[C:11]2[NH:23][C:24]1[CH:29]=[CH:28][C:27]([Cl:30])=[C:26]([Cl:31])[C:25]=1[F:32])=[O:6].Cl.[O:34]1[C@H:39]2[CH2:40][NH:41][CH2:42][C@H:38]2[O:37][CH2:36][CH2:35]1.CCN(C(C)C)C(C)C.O. The catalyst is CC(N(C)C)=O. The product is [Cl:31][C:26]1[C:25]([F:32])=[C:24]([NH:23][C:11]2[C:10]3[C:15](=[CH:16][C:17]([O:18][CH2:19][CH2:20][O:21][CH3:22])=[C:8]([NH:7][C:5](=[O:6])/[CH:4]=[CH:3]/[CH2:2][N:41]4[CH2:40][C@H:39]5[O:34][CH2:35][CH2:36][O:37][C@H:38]5[CH2:42]4)[CH:9]=3)[N:14]=[CH:13][N:12]=2)[CH:29]=[CH:28][C:27]=1[Cl:30]. The yield is 0.304. (4) The product is [Br:1][C:2]1[CH:3]=[CH:4][C:5]([CH:8]2[CH2:11][CH2:10][N:9]2[C:19](=[O:21])[CH3:20])=[CH:6][CH:7]=1. The yield is 0.490. The catalyst is ClCCl. The reactants are [Br:1][C:2]1[CH:7]=[CH:6][C:5]([CH:8]2[CH2:11][CH2:10][NH:9]2)=[CH:4][CH:3]=1.C(N(CC)CC)C.[C:19](OC(=O)C)(=[O:21])[CH3:20].C(OCC)(=O)C.